This data is from Forward reaction prediction with 1.9M reactions from USPTO patents (1976-2016). The task is: Predict the product of the given reaction. Given the reactants CC1(C)CCCC(C)(C)N1.[Li]CCCC.[B:16](OC(C)C)([O:21]C(C)C)[O:17]C(C)C.[C:29]([Si:33]([O:36][C:37]1[C:42]([F:43])=[CH:41][CH:40]=[CH:39][C:38]=1[C:44]([CH3:47])([CH3:46])[CH3:45])([CH3:35])[CH3:34])([CH3:32])([CH3:31])[CH3:30].CC(O)=O, predict the reaction product. The product is: [C:44]([C:38]1[CH:39]=[CH:40][C:41]([B:16]([OH:21])[OH:17])=[C:42]([F:43])[C:37]=1[O:36][Si:33]([C:29]([CH3:32])([CH3:31])[CH3:30])([CH3:35])[CH3:34])([CH3:47])([CH3:46])[CH3:45].